Predict which catalyst facilitates the given reaction. From a dataset of Catalyst prediction with 721,799 reactions and 888 catalyst types from USPTO. (1) Reactant: C1(P(C2CCCCC2)C2C=CC=CC=2C2C(C(C)C)=CC(C(C)C)=CC=2C(C)C)CCCCC1.CC(C)([O-])C.[K+].Br[C:42]1[CH:43]=[C:44]2[C:54]3[C:49](=[CH:50][N:51]=[C:52]([C:55]4[CH:56]=[N:57][CH:58]=[CH:59][CH:60]=4)[CH:53]=3)[NH:48][C:45]2=[N:46][CH:47]=1.[CH3:61][N:62]1[CH2:67][CH2:66][NH:65][CH2:64][CH2:63]1. Product: [CH3:61][N:62]1[CH2:67][CH2:66][N:65]([C:42]2[CH:43]=[C:44]3[C:54]4[C:49](=[CH:50][N:51]=[C:52]([C:55]5[CH:56]=[N:57][CH:58]=[CH:59][CH:60]=5)[CH:53]=4)[NH:48][C:45]3=[N:46][CH:47]=2)[CH2:64][CH2:63]1. The catalyst class is: 62. (2) Reactant: [C@@H:1]12[CH2:6][C@@H:5]1[CH2:4][N:3]([CH2:7][CH2:8][CH2:9][O:10][C:11]1[CH:19]=[CH:18][C:14]([C:15]([NH2:17])=[O:16])=[CH:13][CH:12]=1)[CH2:2]2.[ClH:20]. Product: [ClH:20].[C@@H:5]12[CH2:6][C@@H:1]1[CH2:2][N:3]([CH2:7][CH2:8][CH2:9][O:10][C:11]1[CH:19]=[CH:18][C:14]([C:15]([NH2:17])=[O:16])=[CH:13][CH:12]=1)[CH2:4]2. The catalyst class is: 8.